From a dataset of Forward reaction prediction with 1.9M reactions from USPTO patents (1976-2016). Predict the product of the given reaction. Given the reactants C(OC(=O)[NH:7][CH2:8][C:9]1[CH:14]=[CH:13][CH:12]=[CH:11][C:10]=1[S:15]([CH3:18])(=[O:17])=[O:16])(C)(C)C.[ClH:20], predict the reaction product. The product is: [ClH:20].[CH3:18][S:15]([C:10]1[CH:11]=[CH:12][CH:13]=[CH:14][C:9]=1[CH2:8][NH2:7])(=[O:16])=[O:17].